This data is from CYP3A4 substrate classification data from Carbon-Mangels et al.. The task is: Regression/Classification. Given a drug SMILES string, predict its absorption, distribution, metabolism, or excretion properties. Task type varies by dataset: regression for continuous measurements (e.g., permeability, clearance, half-life) or binary classification for categorical outcomes (e.g., BBB penetration, CYP inhibition). Dataset: cyp3a4_substrate_carbonmangels. (1) The molecule is O=c1c(O)c(-c2ccc(O)c(O)c2)oc2cc(O)cc(O)c12. The result is 1 (substrate). (2) The drug is Cn1cnc2c1c(=O)[nH]c(=O)n2C. The result is 0 (non-substrate). (3) The drug is CC(C)Cc1ccc([C@@H](C)C(=O)O)cc1. The result is 0 (non-substrate). (4) The molecule is C[C@H](CS)C(=O)N1CCC[C@H]1C(=O)O. The result is 0 (non-substrate).